From a dataset of Forward reaction prediction with 1.9M reactions from USPTO patents (1976-2016). Predict the product of the given reaction. (1) Given the reactants [CH3:1][N:2]1[CH:7]2[CH2:8][C:9](=O)[CH2:10][CH:3]1[CH2:4][S:5][CH2:6]2.Cl.[NH2:13][OH:14], predict the reaction product. The product is: [CH3:1][N:2]1[CH:7]2[CH2:8][C:9](=[N:13][OH:14])[CH2:10][CH:3]1[CH2:4][S:5][CH2:6]2. (2) Given the reactants C([O:8][C:9]1[C:14]2[CH:15]=[C:16]([C:18]3[N:19]=[C:20]4[CH:25]=[CH:24][C:23]([CH3:26])=[N:22][N:21]4[CH:27]=3)[O:17][C:13]=2[CH:12]=[C:11]([O:28][CH3:29])[CH:10]=1)C1C=CC=CC=1.[H][H], predict the reaction product. The product is: [CH3:29][O:28][C:11]1[CH:12]=[C:13]2[O:17][C:16]([C:18]3[N:19]=[C:20]4[CH:25]=[CH:24][C:23]([CH3:26])=[N:22][N:21]4[CH:27]=3)=[CH:15][C:14]2=[C:9]([OH:8])[CH:10]=1. (3) Given the reactants [CH2:1]([O:3][C:4](=[O:21])[CH2:5][C:6]1[C:14]2[C:9]3=[C:10]([O:15][CH2:16][CH2:17][N:8]3[C:7]=1[C:18]([OH:20])=[O:19])[CH:11]=[CH:12][CH:13]=2)[CH3:2].[C:22]([O-])([O-])=O.[K+].[K+].CI, predict the reaction product. The product is: [CH2:1]([O:3][C:4](=[O:21])[CH2:5][C:6]1[C:14]2[C:9]3=[C:10]([O:15][CH2:16][CH2:17][N:8]3[C:7]=1[C:18]([O:20][CH3:22])=[O:19])[CH:11]=[CH:12][CH:13]=2)[CH3:2].